From a dataset of Reaction yield outcomes from USPTO patents with 853,638 reactions. Predict the reaction yield, written as a fraction of the theoretical maximum amount of product (1.0 means a 100% yield; for example, 0.34 means a 34% yield). The reactants are [NH2:1][C:2]1[CH:3]=[CH:4][CH:5]=[C:6]2[C:10]=1[C:9](=[O:11])[N:8]([C@@H:12]([C:19]1[CH:24]=[CH:23][C:22]([O:25][CH3:26])=[C:21]([O:27][CH2:28][CH3:29])[CH:20]=1)[CH2:13][C:14]([N:16]([CH3:18])[CH3:17])=[O:15])[CH2:7]2.[C:30](Cl)(=[O:32])[CH3:31].C(=O)([O-])O.[Na+].C(OCC)(=O)C. The catalyst is O1CCCC1. The product is [C:30]([NH:1][C:2]1[CH:3]=[CH:4][CH:5]=[C:6]2[C:10]=1[C:9](=[O:11])[N:8]([C@@H:12]([C:19]1[CH:24]=[CH:23][C:22]([O:25][CH3:26])=[C:21]([O:27][CH2:28][CH3:29])[CH:20]=1)[CH2:13][C:14]([N:16]([CH3:18])[CH3:17])=[O:15])[CH2:7]2)(=[O:32])[CH3:31]. The yield is 0.570.